From a dataset of Peptide-MHC class I binding affinity with 185,985 pairs from IEDB/IMGT. Regression. Given a peptide amino acid sequence and an MHC pseudo amino acid sequence, predict their binding affinity value. This is MHC class I binding data. The peptide sequence is ETALAIIRR. The MHC is HLA-B58:01 with pseudo-sequence HLA-B58:01. The binding affinity (normalized) is 0.0847.